Dataset: Reaction yield outcomes from USPTO patents with 853,638 reactions. Task: Predict the reaction yield, written as a fraction of the theoretical maximum amount of product (1.0 means a 100% yield; for example, 0.34 means a 34% yield). (1) The reactants are [C:1]([O:5][C:6]([N:8]1[CH2:16][C:15]2[C:10](=[C:11]([CH:18]=[CH:19][C:20]([O:22][CH3:23])=[O:21])[CH:12]=[CH:13][C:14]=2[OH:17])[CH2:9]1)=[O:7])([CH3:4])([CH3:3])[CH3:2].C1COCC1. The catalyst is [Pd].CO. The product is [C:1]([O:5][C:6]([N:8]1[CH2:16][C:15]2[C:10](=[C:11]([CH2:18][CH2:19][C:20]([O:22][CH3:23])=[O:21])[CH:12]=[CH:13][C:14]=2[OH:17])[CH2:9]1)=[O:7])([CH3:4])([CH3:3])[CH3:2]. The yield is 0.890. (2) The reactants are [CH2:1]([N:4]1[CH:8]=[C:7]([C:9]([O:11][CH2:12][CH3:13])=[O:10])[N:6]=[C:5]1[Br:14])[CH:2]=[CH2:3].[Cl:15][C:16]1[CH:23]=[CH:22][C:19]([CH:20]=[O:21])=[CH:18][CH:17]=1.[Li+].CC([N-]C(C)C)C. The catalyst is C1COCC1. The product is [CH2:1]([N:4]1[C:8]([CH:20]([C:19]2[CH:22]=[CH:23][C:16]([Cl:15])=[CH:17][CH:18]=2)[OH:21])=[C:7]([C:9]([O:11][CH2:12][CH3:13])=[O:10])[N:6]=[C:5]1[Br:14])[CH:2]=[CH2:3]. The yield is 0.328. (3) The reactants are [C:1]([O:5][C:6]([NH:8][C:9]1[CH:14]=[CH:13][C:12]([CH2:15][CH2:16][O:17][C:18]2[CH:23]=[CH:22][C:21]([CH2:24][CH:25]([O:29][CH2:30][CH3:31])[C:26](O)=[O:27])=[CH:20][CH:19]=2)=[CH:11][CH:10]=1)=[O:7])([CH3:4])([CH3:3])[CH3:2].F[P-](F)(F)(F)(F)F.[N:39]1(O[P+](N2CCCC2)(N2CCCC2)N2CCCC2)C2C=CC=CC=2N=N1.ClCCl.CO. The catalyst is CN(C=O)C. The product is [C:26]([CH:25]([O:29][CH2:30][CH3:31])[CH2:24][C:21]1[CH:22]=[CH:23][C:18]([O:17][CH2:16][CH2:15][C:12]2[CH:13]=[CH:14][C:9]([NH:8][C:6]([O:5][C:1]([CH3:4])([CH3:3])[CH3:2])=[O:7])=[CH:10][CH:11]=2)=[CH:19][CH:20]=1)(=[O:27])[NH2:39]. The yield is 0.850.